Dataset: Full USPTO retrosynthesis dataset with 1.9M reactions from patents (1976-2016). Task: Predict the reactants needed to synthesize the given product. (1) The reactants are: [NH:1]([C:3]1[N:4]=[C:5]2[CH:11]=[CH:10][N:9]([S:12]([C:15]3[CH:21]=[CH:20][C:18]([CH3:19])=[CH:17][CH:16]=3)(=[O:14])=[O:13])[C:6]2=[N:7][CH:8]=1)[NH2:2].[C:22]([O:26][C:27]([N:29]1[CH2:33][C@H:32]([CH2:34][CH3:35])[C@H:31]([C:36](O)=[O:37])[CH2:30]1)=[O:28])([CH3:25])([CH3:24])[CH3:23].CN(C(ON1N=NC2C=CC=NC1=2)=[N+](C)C)C.F[P-](F)(F)(F)(F)F. Given the product [CH2:34]([C@H:32]1[C@@H:31]([C:36]([NH:2][NH:1][C:3]2[N:4]=[C:5]3[CH:11]=[CH:10][N:9]([S:12]([C:15]4[CH:21]=[CH:20][C:18]([CH3:19])=[CH:17][CH:16]=4)(=[O:13])=[O:14])[C:6]3=[N:7][CH:8]=2)=[O:37])[CH2:30][N:29]([C:27]([O:26][C:22]([CH3:23])([CH3:25])[CH3:24])=[O:28])[CH2:33]1)[CH3:35], predict the reactants needed to synthesize it. (2) Given the product [CH:10]1([CH:7]([C:4]2[CH:5]=[CH:6][N:1]=[CH:2][CH:3]=2)[OH:8])[CH2:9][CH2:13]1, predict the reactants needed to synthesize it. The reactants are: [N:1]1[CH:6]=[CH:5][C:4]([CH:7]=[O:8])=[CH:3][CH:2]=1.[CH2:9]1[CH2:13]OC[CH2:10]1. (3) The reactants are: [C:1]([O:5][C:6]([N:8]1[CH2:12][CH2:11][C@@H:10]([OH:13])[C@H:9]1[C:14]([NH:16][CH2:17][C:18]1[CH:23]=[C:22]([C:24]2[CH:25]=[N:26][C:27]([C:30]([F:33])([F:32])[F:31])=[CH:28][CH:29]=2)[N:21]=[CH:20][C:19]=1[C:34]([OH:36])=O)=[O:15])=[O:7])([CH3:4])([CH3:3])[CH3:2].C[N:38](C(ON1N=NC2C=CC=NC1=2)=[N+](C)C)C.F[P-](F)(F)(F)(F)F.CCN(C(C)C)C(C)C.[NH4+].[Cl-]. Given the product [C:34]([C:19]1[C:18]([CH2:17][NH:16][C:14]([C@@H:9]2[C@H:10]([OH:13])[CH2:11][CH2:12][N:8]2[C:6]([O:5][C:1]([CH3:3])([CH3:4])[CH3:2])=[O:7])=[O:15])=[CH:23][C:22]([C:24]2[CH:25]=[N:26][C:27]([C:30]([F:33])([F:32])[F:31])=[CH:28][CH:29]=2)=[N:21][CH:20]=1)(=[O:36])[NH2:38], predict the reactants needed to synthesize it. (4) Given the product [OH:14][C:11]1[CH:12]=[CH:25][C:20]([CH:7]2[CH2:8][CH2:9][C:5](=[O:10])[CH2:6]2)=[CH:16][CH:17]=1, predict the reactants needed to synthesize it. The reactants are: [Sb](Cl)(Cl)Cl.[C:5]1(=[O:10])[CH2:9][CH2:8][CH:7]=[CH:6]1.[C:11]([O-:14])(=O)[CH3:12].[Na+].[C:16]([C:20]1[C:20](=[CH2:25])[C:16](=C)[C:17](B(O)OO[SiH3])=C[CH:25]=1)(C)(C)[CH3:17]. (5) Given the product [NH2:7][C:8]1[CH:9]=[C:10]2[C:14](=[CH:15][CH:16]=1)[CH2:13][CH:12]([CH2:17][N:18]1[CH2:23][CH2:22][CH:21]([N:24]3[C:28]4[CH:29]=[CH:30][C:31]([CH3:33])=[CH:32][C:27]=4[N:26]=[C:25]3[CH3:34])[CH:20]([CH2:35][OH:36])[CH2:19]1)[CH2:11]2, predict the reactants needed to synthesize it. The reactants are: C(OC(=O)[NH:7][C:8]1[CH:9]=[C:10]2[C:14](=[CH:15][CH:16]=1)[CH2:13][CH:12]([CH2:17][N:18]1[CH2:23][CH2:22][CH:21]([N:24]3[C:28]4[CH:29]=[CH:30][C:31]([CH3:33])=[CH:32][C:27]=4[N:26]=[C:25]3[CH3:34])[CH:20]([CH2:35][OH:36])[CH2:19]1)[CH2:11]2)(C)(C)C. (6) Given the product [ClH:32].[CH3:1][O:2][C:3](=[O:31])[CH:4]([NH:16][C:17](=[O:30])[CH:18]([NH2:22])[CH2:19][O:20][CH3:21])[CH2:5][C:6]1[CH:15]=[CH:14][C:13]2[C:8](=[CH:9][CH:10]=[CH:11][CH:12]=2)[CH:7]=1, predict the reactants needed to synthesize it. The reactants are: [CH3:1][O:2][C:3](=[O:31])[CH:4]([NH:16][C:17](=[O:30])[CH:18]([NH:22]C(OC(C)(C)C)=O)[CH2:19][O:20][CH3:21])[CH2:5][C:6]1[CH:15]=[CH:14][C:13]2[C:8](=[CH:9][CH:10]=[CH:11][CH:12]=2)[CH:7]=1.[Cl:32]CCCl. (7) Given the product [Cl:9][C:6]1[CH:5]=[CH:4][N:3]=[C:2]([N:37]2[C:26]([CH3:27])=[C:31]([C:44]([OH:43])=[O:45])[CH:30]=[N:29]2)[C:7]=1[F:8], predict the reactants needed to synthesize it. The reactants are: Br[C:2]1[C:7]([F:8])=[C:6]([Cl:9])[CH:5]=[CH:4][N:3]=1.CC1(C)CCCC(C)(C)N1.[Li]CCCC.Cl[C:26]1[CH:31]=[CH:30][N:29]=C[C:27]=1F.C1C(=O)[N:37](Br)C(=O)C1.CC[O:43][C:44](C)=[O:45]. (8) Given the product [OH:7]/[N:6]=[C:5](\[Cl:11])/[C:4]1[CH:8]=[CH:9][CH:10]=[C:2]([F:1])[CH:3]=1, predict the reactants needed to synthesize it. The reactants are: [F:1][C:2]1[CH:3]=[C:4]([CH:8]=[CH:9][CH:10]=1)/[CH:5]=[N:6]\[OH:7].[Cl:11]N1C(=O)CCC1=O.